Dataset: Catalyst prediction with 721,799 reactions and 888 catalyst types from USPTO. Task: Predict which catalyst facilitates the given reaction. (1) Reactant: Br[C:2]1[C:11]2[C:6](=[CH:7][CH:8]=[CH:9][C:10]=2[Br:12])[CH:5]=[CH:4][CH:3]=1.[CH:13]([C:15]1[CH:16]=[C:17](B(O)O)[CH:18]=[CH:19][C:20]=1[O:21][CH3:22])=[O:14].[O-]P([O-])([O-])=O.[K+].[K+].[K+]. Product: [CH:13]([C:15]1[CH:16]=[C:17]([C:2]2[C:11]3[C:6](=[CH:7][CH:8]=[CH:9][C:10]=3[Br:12])[CH:5]=[CH:4][CH:3]=2)[CH:18]=[CH:19][C:20]=1[O:21][CH3:22])=[O:14]. The catalyst class is: 460. (2) Reactant: CO[C:3]([C:5]1[C:6]([OH:33])=[C:7]2[C:12](=[CH:13][N:14]=1)[N:11]([CH2:15][C:16]1[CH:21]=[CH:20][CH:19]=[CH:18][CH:17]=1)[C:10](=[O:22])[C:9]([C:23]1[CH:28]=[CH:27][CH:26]=[C:25]([C:29]([F:32])([F:31])[F:30])[CH:24]=1)=[CH:8]2)=[O:4].[NH2:34][CH2:35][CH2:36][CH2:37][C:38]([OH:40])=[O:39].C[O-].[Na+]. Product: [CH2:15]([N:11]1[C:12]2[C:7](=[C:6]([OH:33])[C:5]([C:3]([NH:34][CH2:35][CH2:36][CH2:37][C:38]([OH:40])=[O:39])=[O:4])=[N:14][CH:13]=2)[CH:8]=[C:9]([C:23]2[CH:28]=[CH:27][CH:26]=[C:25]([C:29]([F:30])([F:32])[F:31])[CH:24]=2)[C:10]1=[O:22])[C:16]1[CH:17]=[CH:18][CH:19]=[CH:20][CH:21]=1. The catalyst class is: 250. (3) Reactant: [F:1][C:2]1[CH:23]=[CH:22][C:5]([C:6]([CH:8]([C:19](=O)[CH3:20])[CH2:9][CH2:10][CH2:11][CH2:12][CH2:13][C:14]([O:16][CH2:17][CH3:18])=[O:15])=O)=[CH:4][CH:3]=1.[NH2:24][N:25]1[C:29]([CH2:30][CH3:31])=[CH:28][CH:27]=[C:26]1[C:32]([C:34]1[CH:39]=[CH:38][C:37]([F:40])=[CH:36][CH:35]=1)=O.O.C1(C)C=CC(S(O)(=O)=O)=CC=1.C(OCC)(=O)C. Product: [CH2:30]([C:29]1[N:25]2[N:24]=[C:6]([C:5]3[CH:22]=[CH:23][C:2]([F:1])=[CH:3][CH:4]=3)[C:8]([CH2:9][CH2:10][CH2:11][CH2:12][CH2:13][C:14]([O:16][CH2:17][CH3:18])=[O:15])=[C:32]([C:34]3[CH:39]=[CH:38][C:37]([F:40])=[CH:36][CH:35]=3)[C:26]2=[CH:27][CH:28]=1)[CH3:31].[CH2:32]([C:26]1[N:25]2[N:24]=[C:19]([CH3:20])[C:8]([CH2:9][CH2:10][CH2:11][CH2:12][CH2:13][C:14]([O:16][CH2:17][CH3:18])=[O:15])=[C:6]([C:5]3[CH:22]=[CH:23][C:2]([F:1])=[CH:3][CH:4]=3)[C:29]2=[CH:28][CH:27]=1)[CH3:34]. The catalyst class is: 40. (4) Reactant: CN(C)[CH:3]=[CH:4][C:5]1[S:9][C:8]([C:10]([O:12][CH3:13])=[O:11])=[CH:7][C:6]=1[N+:14]([O-])=O.C([O-])=O.[NH4+]. Product: [S:9]1[C:5]2[CH:4]=[CH:3][NH:14][C:6]=2[CH:7]=[C:8]1[C:10]([O:12][CH3:13])=[O:11]. The catalyst class is: 19.